This data is from Reaction yield outcomes from USPTO patents with 853,638 reactions. The task is: Predict the reaction yield, written as a fraction of the theoretical maximum amount of product (1.0 means a 100% yield; for example, 0.34 means a 34% yield). (1) The reactants are [Cl:1][C:2]1[CH:7]=[CH:6][C:5]([OH:8])=[C:4]([O:9][C:10]2[CH:15]=[CH:14][CH:13]=[CH:12][C:11]=2[F:16])[CH:3]=1.[CH3:17][O:18][C:19](=[O:39])[CH2:20][CH2:21][C:22]1[CH:27]=[CH:26][C:25]([O:28][CH2:29][CH2:30][CH:31](OS(C)(=O)=O)[CH3:32])=[CH:24][C:23]=1[CH3:38]. No catalyst specified. The product is [CH3:17][O:18][C:19](=[O:39])[CH2:20][CH2:21][C:22]1[CH:27]=[CH:26][C:25]([O:28][CH2:29][CH2:30][C@@H:31]([O:8][C:5]2[CH:6]=[CH:7][C:2]([Cl:1])=[CH:3][C:4]=2[O:9][C:10]2[CH:15]=[CH:14][CH:13]=[CH:12][C:11]=2[F:16])[CH3:32])=[CH:24][C:23]=1[CH3:38]. The yield is 0.920. (2) The reactants are [CH3:1][O:2][C:3](=[O:13])[C:4]1[CH:9]=[CH:8][C:7]([OH:10])=[C:6]([O:11][CH3:12])[CH:5]=1.C(=O)([O-])[O-].[K+].[K+].Br[CH2:21][CH2:22][Cl:23]. The catalyst is CN(C=O)C.C(OCC)(=O)C. The product is [CH3:1][O:2][C:3](=[O:13])[C:4]1[CH:9]=[CH:8][C:7]([O:10][CH2:21][CH2:22][Cl:23])=[C:6]([O:11][CH3:12])[CH:5]=1. The yield is 0.970. (3) The reactants are [Br:1][C:2]1[CH:7]=[CH:6][CH:5]=[C:4](/[CH:8]=[CH:9]/[N:10]=[C:11]=[O:12])[CH:3]=1.C(N(CCCC)CCCC)CCC.O(C1C=CC=CC=1)C1C=CC=CC=1. The catalyst is C1(C)C=CC=CC=1. The product is [Br:1][C:2]1[CH:3]=[C:4]2[C:5](=[CH:6][CH:7]=1)[C:11](=[O:12])[NH:10][CH:9]=[CH:8]2. The yield is 0.300. (4) The reactants are [C:1]([C:4]1[CH:5]=[C:6](B(O)O)[CH:7]=[CH:8][CH:9]=1)(=[O:3])[CH3:2].[F-].[K+].[CH3:15][O:16][C:17](=[O:25])[C:18]1[CH:23]=[CH:22][C:21](Cl)=[CH:20][CH:19]=1. The catalyst is C([O-])(=O)C.[Pd+2].C([O-])(=O)C.C(P(C(C)(C)C)C1C=CC=CC=1C1C=CC=CC=1)(C)(C)C. The product is [C:17]([C:18]1[CH:23]=[CH:22][C:21]([C:6]2[CH:7]=[CH:8][CH:9]=[C:4]([C:1](=[O:3])[CH3:2])[CH:5]=2)=[CH:20][CH:19]=1)([O:16][CH3:15])=[O:25]. The yield is 0.900. (5) The reactants are C(OC([N:8]1[C:17]2[C:12](=[CH:13][CH:14]=[C:15]([NH:18][C:19]([C:21]3[C:30](=[O:31])[C:29]4[C:24](=[CH:25][CH:26]=[CH:27][CH:28]=4)[NH:23][CH:22]=3)=[O:20])[CH:16]=2)[CH2:11][CH2:10][CH2:9]1)=O)(C)(C)C.C(O)(C(F)(F)F)=O. The catalyst is C(Cl)Cl. The product is [O:31]=[C:30]1[C:29]2[C:24](=[CH:25][CH:26]=[CH:27][CH:28]=2)[NH:23][CH:22]=[C:21]1[C:19]([NH:18][C:15]1[CH:16]=[C:17]2[C:12]([CH2:11][CH2:10][CH2:9][NH:8]2)=[CH:13][CH:14]=1)=[O:20]. The yield is 0.320. (6) The reactants are [C:1]([C:3]1[CH:4]=[N:5][N:6]2[C:11](=[O:12])[C:10]([CH2:13][CH3:14])=[C:9]([C:15]([OH:17])=O)[NH:8][C:7]=12)#[N:2].Cl.[CH3:19][O:20][NH:21][CH3:22].CCN(C(C)C)C(C)C.CN(C(ON1N=NC2C=CC=NC1=2)=[N+](C)C)C.F[P-](F)(F)(F)(F)F. The catalyst is CN(C=O)C. The product is [C:1]([C:3]1[CH:4]=[N:5][N:6]2[C:11](=[O:12])[C:10]([CH2:13][CH3:14])=[C:9]([C:15]([N:21]([O:20][CH3:19])[CH3:22])=[O:17])[NH:8][C:7]=12)#[N:2]. The yield is 0.720. (7) The catalyst is O. The yield is 0.670. The product is [Cl:8][C:9]1[C:10](=[O:11])[NH:6][N:7]=[CH:12][C:13]=1[Cl:14]. The reactants are S(O)(O)(=O)=O.[NH2:6][NH2:7].[Cl:8][C:9]1[C:10](=O)[O:11][CH:12](O)[C:13]=1[Cl:14].C([O-])(=O)C.[Na+].